Dataset: NCI-60 drug combinations with 297,098 pairs across 59 cell lines. Task: Regression. Given two drug SMILES strings and cell line genomic features, predict the synergy score measuring deviation from expected non-interaction effect. (1) Cell line: A498. Synergy scores: CSS=40.0, Synergy_ZIP=-8.38, Synergy_Bliss=-7.00, Synergy_Loewe=-10.8, Synergy_HSA=-2.51. Drug 1: C1=CC(=CC=C1CCC2=CNC3=C2C(=O)NC(=N3)N)C(=O)NC(CCC(=O)O)C(=O)O. Drug 2: CC=C1C(=O)NC(C(=O)OC2CC(=O)NC(C(=O)NC(CSSCCC=C2)C(=O)N1)C(C)C)C(C)C. (2) Drug 1: CCCCCOC(=O)NC1=NC(=O)N(C=C1F)C2C(C(C(O2)C)O)O. Drug 2: C1=NC(=NC(=O)N1C2C(C(C(O2)CO)O)O)N. Cell line: SK-OV-3. Synergy scores: CSS=-1.06, Synergy_ZIP=-3.53, Synergy_Bliss=-8.11, Synergy_Loewe=-10.8, Synergy_HSA=-7.61. (3) Drug 1: C1=NC2=C(N1)C(=S)N=CN2. Drug 2: COCCOC1=C(C=C2C(=C1)C(=NC=N2)NC3=CC=CC(=C3)C#C)OCCOC.Cl. Cell line: A498. Synergy scores: CSS=19.9, Synergy_ZIP=-6.79, Synergy_Bliss=-3.68, Synergy_Loewe=-2.47, Synergy_HSA=-0.766. (4) Drug 2: C1=NNC2=C1C(=O)NC=N2. Cell line: HCT-15. Drug 1: C1CCC(C1)C(CC#N)N2C=C(C=N2)C3=C4C=CNC4=NC=N3. Synergy scores: CSS=-0.235, Synergy_ZIP=1.01, Synergy_Bliss=1.86, Synergy_Loewe=-2.70, Synergy_HSA=-1.74.